From a dataset of Forward reaction prediction with 1.9M reactions from USPTO patents (1976-2016). Predict the product of the given reaction. The product is: [F:3][C:4]1[CH:5]=[CH:6][C:7]([NH:10][C:11]2[N:16]=[CH:15][C:14]3[CH:17]=[C:18]([C:24]4[CH:25]=[N:26][NH:27][CH:28]=4)[N:19]([S:20]([CH3:23])(=[O:21])=[O:22])[C:13]=3[CH:12]=2)=[CH:8][CH:9]=1. Given the reactants [OH-].[Na+].[F:3][C:4]1[CH:9]=[CH:8][C:7]([NH:10][C:11]2[N:16]=[CH:15][C:14]3[CH:17]=[C:18]([C:24]4[CH:25]=[N:26][N:27](C(OC(C)(C)C)=O)[CH:28]=4)[N:19]([S:20]([CH3:23])(=[O:22])=[O:21])[C:13]=3[CH:12]=2)=[CH:6][CH:5]=1.ClC1N=CC2C=C(C3C=NN(C(OC(C)(C)C)=O)C=3)N(S(C)(=O)=O)C=2C=1, predict the reaction product.